This data is from Full USPTO retrosynthesis dataset with 1.9M reactions from patents (1976-2016). The task is: Predict the reactants needed to synthesize the given product. (1) Given the product [NH2:22][C:18]1[C:17]([C:9]2[N:10]([C:11]3[CH:16]=[CH:15][CH:14]=[CH:13][CH:12]=3)[C:4]3[CH:3]=[C:2]([O:23][C:24]4[CH:25]=[C:26]([CH:31]=[CH:32][CH:33]=4)[C:27]([O:29][CH3:30])=[O:28])[N:7]=[CH:6][C:5]=3[N:8]=2)=[N:21][O:20][N:19]=1, predict the reactants needed to synthesize it. The reactants are: Br[C:2]1[N:7]=[CH:6][C:5]2[N:8]=[C:9]([C:17]3[C:18]([NH2:22])=[N:19][O:20][N:21]=3)[N:10]([C:11]3[CH:16]=[CH:15][CH:14]=[CH:13][CH:12]=3)[C:4]=2[CH:3]=1.[OH:23][C:24]1[CH:25]=[C:26]([CH:31]=[CH:32][CH:33]=1)[C:27]([O:29][CH3:30])=[O:28].N1C2C(=CC=C3C=2N=CC=C3)C=CC=1.C(=O)([O-])[O-].[Cs+].[Cs+]. (2) Given the product [Br:1][C:2]1[CH:21]=[C:5]2[NH:6][C@H:7]([C:14]3[C:15]([CH3:20])=[N:16][N:17]([CH3:19])[CH:18]=3)[CH2:8][C@H:9]([C:10]([F:11])([F:12])[F:13])[N:4]2[N:3]=1, predict the reactants needed to synthesize it. The reactants are: [Br:1][C:2]1[CH:21]=[C:5]2[NH:6][CH:7]([C:14]3[C:15]([CH3:20])=[N:16][N:17]([CH3:19])[CH:18]=3)[CH2:8][CH:9]([C:10]([F:13])([F:12])[F:11])[N:4]2[N:3]=1. (3) Given the product [C:4]([O:3][C:1]([N:8]1[CH2:13][CH2:12][CH:11]([C:14]2[CH:15]=[CH:16][C:17]([CH2:20][OH:21])=[CH:18][CH:19]=2)[CH2:10][CH2:9]1)=[O:2])([CH3:7])([CH3:5])[CH3:6], predict the reactants needed to synthesize it. The reactants are: [C:1]([N:8]1[CH2:13][CH2:12][CH:11]([C:14]2[CH:19]=[CH:18][C:17]([C:20](O)=[O:21])=[CH:16][CH:15]=2)[CH2:10][CH2:9]1)([O:3][C:4]([CH3:7])([CH3:6])[CH3:5])=[O:2].B.C1COCC1. (4) Given the product [CH:1]1([O:6][S:8]([CH3:7])(=[O:10])=[O:9])[CH2:5][CH:4]=[CH:3][CH2:2]1, predict the reactants needed to synthesize it. The reactants are: [CH:1]1([OH:6])[CH2:5][CH:4]=[CH:3][CH2:2]1.[CH3:7][S:8](Cl)(=[O:10])=[O:9].C([O-])(O)=O.[Na+]. (5) Given the product [Cl:1][C:2]1[CH:3]=[C:4]([C:19]#[CH:20])[CH:5]=[C:6]2[C:11]=1[O:10][CH:9]([C:12]([F:14])([F:15])[F:13])[C:8]([C:16]([O-:18])=[O:17])=[CH:7]2.[Na+:22], predict the reactants needed to synthesize it. The reactants are: [Cl:1][C:2]1[CH:3]=[C:4]([C:19]#[CH:20])[CH:5]=[C:6]2[C:11]=1[O:10][CH:9]([C:12]([F:15])([F:14])[F:13])[C:8]([C:16]([OH:18])=[O:17])=[CH:7]2.[OH-].[Na+:22]. (6) The reactants are: [Cl:1][C:2]1[CH:3]=[C:4]([CH:19]=[C:20]([O:24][CH:25]([CH3:27])[CH3:26])[C:21]=1[O:22][CH3:23])[C:5]([NH:7][C:8]1[CH:17]=[CH:16][C:11]([C:12]([O:14]C)=[O:13])=[C:10]([CH3:18])[CH:9]=1)=[O:6]. Given the product [Cl:1][C:2]1[CH:3]=[C:4]([CH:19]=[C:20]([O:24][CH:25]([CH3:27])[CH3:26])[C:21]=1[O:22][CH3:23])[C:5]([NH:7][C:8]1[CH:17]=[CH:16][C:11]([C:12]([OH:14])=[O:13])=[C:10]([CH3:18])[CH:9]=1)=[O:6], predict the reactants needed to synthesize it. (7) The reactants are: [C:1]([O:5][C:6]([N:8]1[CH2:13][CH2:12][C@H:11]([C:14]([OH:16])=O)[C@H:10]([C:17]2[CH:22]=[CH:21][C:20]([F:23])=[CH:19][CH:18]=2)[CH2:9]1)=[O:7])([CH3:4])([CH3:3])[CH3:2].[CH:24]1([NH2:27])[CH2:26][CH2:25]1.CCN=C=NCCCN(C)C.Cl.C1C=CC2N(O)N=NC=2C=1.O. Given the product [CH:24]1([NH:27][C:14]([C@H:11]2[CH2:12][CH2:13][N:8]([C:6]([O:5][C:1]([CH3:3])([CH3:4])[CH3:2])=[O:7])[CH2:9][C@H:10]2[C:17]2[CH:22]=[CH:21][C:20]([F:23])=[CH:19][CH:18]=2)=[O:16])[CH2:26][CH2:25]1, predict the reactants needed to synthesize it. (8) Given the product [ClH:17].[OH:16][CH2:15][C:11]1([OH:14])[CH2:12][CH2:13][NH:8][CH2:9][CH2:10]1, predict the reactants needed to synthesize it. The reactants are: C([N:8]1[CH2:13][CH2:12][C:11]([CH2:15][OH:16])([OH:14])[CH2:10][CH2:9]1)C1C=CC=CC=1.[ClH:17].